This data is from Full USPTO retrosynthesis dataset with 1.9M reactions from patents (1976-2016). The task is: Predict the reactants needed to synthesize the given product. (1) Given the product [NH:28]1[C:23]2[C:24](=[N:25][C:20]([C:6](=[O:8])[CH3:7])=[CH:21][CH:22]=2)[CH:26]=[CH:27]1, predict the reactants needed to synthesize it. The reactants are: C([Sn](CCCC)(CCCC)[C:6]([O:8]CC)=[CH2:7])CCC.Cl[C:20]1[N:25]=[C:24]2[CH:26]=[CH:27][N:28](C(OC(C)(C)C)=O)[C:23]2=[CH:22][CH:21]=1. (2) Given the product [O:23]1[C:22]2[CH:27]=[CH:28][C:19]([NH:18][C:14]3[C:15]4[CH2:16][CH2:17][NH:8][CH2:9][C:10]=4[N:11]=[CH:12][N:13]=3)=[CH:20][C:21]=2[O:26][CH2:25][CH2:24]1, predict the reactants needed to synthesize it. The reactants are: C([N:8]1[CH2:17][CH2:16][C:15]2[C:14]([NH:18][C:19]3[CH:28]=[CH:27][C:22]4[O:23][CH2:24][CH2:25][O:26][C:21]=4[CH:20]=3)=[N:13][CH:12]=[N:11][C:10]=2[CH2:9]1)C1C=CC=CC=1. (3) Given the product [Cl:1][C:2]1[C:7]([Cl:8])=[CH:6][CH:5]=[CH:4][C:3]=1[NH:9][C:10]1[N:15]2[N:16]=[CH:17][C:18]([S:19]([NH:22][C:38](=[O:40])[CH3:39])(=[O:21])=[O:20])=[C:14]2[N:13]=[CH:12][C:11]=1[C:23]([N:25]1[CH2:26][CH2:27][CH:28]([C:31]2[CH:32]=[CH:33][C:34]([F:37])=[CH:35][CH:36]=2)[CH2:29][CH2:30]1)=[O:24], predict the reactants needed to synthesize it. The reactants are: [Cl:1][C:2]1[C:7]([Cl:8])=[CH:6][CH:5]=[CH:4][C:3]=1[NH:9][C:10]1[N:15]2[N:16]=[CH:17][C:18]([S:19]([NH2:22])(=[O:21])=[O:20])=[C:14]2[N:13]=[CH:12][C:11]=1[C:23]([N:25]1[CH2:30][CH2:29][CH:28]([C:31]2[CH:36]=[CH:35][C:34]([F:37])=[CH:33][CH:32]=2)[CH2:27][CH2:26]1)=[O:24].[C:38](O)(=[O:40])[CH3:39]. (4) Given the product [F:17][C:18]1[CH:23]=[CH:22][C:21]([CH2:24][C:25]([N:27]2[CH2:31][CH:30]([N:32]3[CH2:37][CH2:36][O:35][CH2:34][CH2:33]3)[CH2:29][N:28]2[C:14]([C:12]2[CH:11]=[CH:10][N:9]=[C:8]([O:1][C:2]3[CH:7]=[CH:6][CH:5]=[CH:4][CH:3]=3)[N:13]=2)=[O:15])=[O:26])=[CH:20][CH:19]=1, predict the reactants needed to synthesize it. The reactants are: [O:1]([C:8]1[N:13]=[C:12]([C:14](Cl)=[O:15])[CH:11]=[CH:10][N:9]=1)[C:2]1[CH:7]=[CH:6][CH:5]=[CH:4][CH:3]=1.[F:17][C:18]1[CH:23]=[CH:22][C:21]([CH2:24][C:25]([N:27]2[CH2:31][CH:30]([N:32]3[CH2:37][CH2:36][O:35][CH2:34][CH2:33]3)[CH2:29][NH:28]2)=[O:26])=[CH:20][CH:19]=1.[OH-].[Na+].